Dataset: Reaction yield outcomes from USPTO patents with 853,638 reactions. Task: Predict the reaction yield, written as a fraction of the theoretical maximum amount of product (1.0 means a 100% yield; for example, 0.34 means a 34% yield). (1) The reactants are FC(F)(F)S(O[C:7]1[C:11]2[CH2:12][N:13]([C:16](=[O:25])[NH:17][C:18]3[CH:23]=[CH:22][CH:21]=[C:20]([Cl:24])[CH:19]=3)[CH2:14][CH2:15][C:10]=2[NH:9][N:8]=1)(=O)=O.B(O)(O)[C:29]1[CH:30]=[CH:31][C:32]([CH3:35])=[CH:33][CH:34]=1.[O-]P([O-])([O-])=O.[K+].[K+].[K+].O. The catalyst is O1CCOCC1.C1C=CC(P(C2C=CC=CC=2)[C-]2C=CC=C2)=CC=1.C1C=CC(P(C2C=CC=CC=2)[C-]2C=CC=C2)=CC=1.Cl[Pd]Cl.[Fe+2].C1C=CC(P(C2C=CC=CC=2)[C-]2C=CC=C2)=CC=1.C1C=CC(P(C2C=CC=CC=2)[C-]2C=CC=C2)=CC=1.[Fe+2]. The product is [Cl:24][C:20]1[CH:19]=[C:18]([NH:17][C:16]([N:13]2[CH2:14][CH2:15][C:10]3[NH:9][N:8]=[C:7]([C:29]4[CH:34]=[CH:33][C:32]([CH3:35])=[CH:31][CH:30]=4)[C:11]=3[CH2:12]2)=[O:25])[CH:23]=[CH:22][CH:21]=1. The yield is 0.192. (2) The reactants are BrC1N2N=C(F)C=CC2=NC=1.NCCC[N:16]1[CH2:20][CH2:19][CH2:18][C:17]1=[O:21].[Br:22][C:23]1[N:27]2[N:28]=[C:29]([NH:32][CH2:33][CH2:34][CH2:35]N(C)C3C=CC=CC=3)[CH:30]=[CH:31][C:26]2=[N:25][CH:24]=1. No catalyst specified. The product is [Br:22][C:23]1[N:27]2[N:28]=[C:29]([NH:32][CH2:33][CH2:34][CH2:35][CH:18]3[CH2:19][CH2:20][NH:16][C:17]3=[O:21])[CH:30]=[CH:31][C:26]2=[N:25][CH:24]=1. The yield is 0.680. (3) The yield is 0.740. The catalyst is O.CN(C)C=O. The reactants are COC[O:4][CH2:5][CH2:6][CH2:7][C:8]1[C:9]([CH:13]([CH3:15])[CH3:14])=[N:10][NH:11][CH:12]=1.Cl[C:17]1[N:22]=[N:21][C:20]([C:23]#[N:24])=[CH:19][CH:18]=1.[H-].[Na+].[H][H]. The product is [OH:4][CH2:5][CH2:6][CH2:7][C:8]1[C:9]([CH:13]([CH3:15])[CH3:14])=[N:10][N:11]([C:17]2[N:22]=[N:21][C:20]([C:23]#[N:24])=[CH:19][CH:18]=2)[CH:12]=1. (4) The reactants are Br[C:2]1[CH:3]=[C:4]([N:22]([CH:28]2[CH2:33][CH2:32][O:31][CH2:30][CH2:29]2)[CH2:23][C:24]([F:27])([F:26])[F:25])[C:5]([CH3:21])=[C:6]([CH:20]=1)[C:7]([NH:9][CH2:10][C:11]1[C:12](=[O:19])[NH:13][C:14]([CH3:18])=[CH:15][C:16]=1[CH3:17])=[O:8].CC1(C)C(C)(C)OB([C:42]2[CH:54]=[CH:53][C:45]([CH2:46][N:47]3[CH2:52][CH2:51][O:50][CH2:49][CH2:48]3)=[CH:44][CH:43]=2)O1.C([O-])([O-])=O.[Na+].[Na+]. The catalyst is O1CCOCC1.O.[Pd].C1(P(C2C=CC=CC=2)C2C=CC=CC=2)C=CC=CC=1. The product is [CH3:17][C:16]1[CH:15]=[C:14]([CH3:18])[NH:13][C:12](=[O:19])[C:11]=1[CH2:10][NH:9][C:7]([C:6]1[CH:20]=[C:2]([C:42]2[CH:43]=[CH:44][C:45]([CH2:46][N:47]3[CH2:52][CH2:51][O:50][CH2:49][CH2:48]3)=[CH:53][CH:54]=2)[CH:3]=[C:4]([N:22]([CH:28]2[CH2:33][CH2:32][O:31][CH2:30][CH2:29]2)[CH2:23][C:24]([F:27])([F:26])[F:25])[C:5]=1[CH3:21])=[O:8]. The yield is 0.820. (5) The reactants are [CH3:1][C:2]1[O:6][N:5]=[C:4]([C:7]2[CH:12]=[CH:11][CH:10]=[CH:9][CH:8]=2)[C:3]=1[CH2:13][O:14][C:15]1[CH:23]=[CH:22][C:18]([C:19]([OH:21])=O)=[CH:17][N:16]=1.[CH3:24][C:25]1([NH2:29])[CH2:28][O:27][CH2:26]1. No catalyst specified. The product is [CH3:24][C:25]1([NH:29][C:19](=[O:21])[C:18]2[CH:22]=[CH:23][C:15]([O:14][CH2:13][C:3]3[C:4]([C:7]4[CH:8]=[CH:9][CH:10]=[CH:11][CH:12]=4)=[N:5][O:6][C:2]=3[CH3:1])=[N:16][CH:17]=2)[CH2:28][O:27][CH2:26]1. The yield is 0.0800. (6) The reactants are [C:1]([NH:9][C:10]1[CH:15]=[CH:14][C:13]([CH2:16][CH2:17][C:18]([OH:20])=O)=[CH:12][CH:11]=1)(=[O:8])[C:2]1[CH:7]=[CH:6][CH:5]=[CH:4][CH:3]=1.C(N1C=CN=C1)(N1C=CN=C1)=O.Cl.[NH2:34][OH:35].C(N)C. The catalyst is O1CCCC1.CN(C)C=O. The product is [OH:35][NH:34][C:18]([CH2:17][CH2:16][C:13]1[CH:14]=[CH:15][C:10]([NH:9][C:1](=[O:8])[C:2]2[CH:7]=[CH:6][CH:5]=[CH:4][CH:3]=2)=[CH:11][CH:12]=1)=[O:20]. The yield is 0.720. (7) The catalyst is O.C1C=CC(/C=C/C(/C=C/C2C=CC=CC=2)=O)=CC=1.C1C=CC(/C=C/C(/C=C/C2C=CC=CC=2)=O)=CC=1.C1C=CC(/C=C/C(/C=C/C2C=CC=CC=2)=O)=CC=1.[Pd].[Pd].O1CCOCC1. The yield is 0.630. The product is [C:25]([O:28][CH2:29][C:30]1[C:31]([N:45]2[CH2:57][CH2:56][N:48]3[C:49]4[CH2:50][CH2:51][CH2:52][CH2:53][C:54]=4[CH:55]=[C:47]3[C:46]2=[O:58])=[N:32][CH:33]=[CH:34][C:35]=1[C:2]1[CH:3]=[C:4]([NH:10][C:11]2[CH:16]=[CH:15][C:14]([C:17]([N:19]3[CH2:24][CH2:23][O:22][CH2:21][CH2:20]3)=[O:18])=[CH:13][N:12]=2)[C:5](=[O:9])[N:6]([CH3:8])[N:7]=1)(=[O:27])[CH3:26]. The reactants are Cl[C:2]1[CH:3]=[C:4]([NH:10][C:11]2[CH:16]=[CH:15][C:14]([C:17]([N:19]3[CH2:24][CH2:23][O:22][CH2:21][CH2:20]3)=[O:18])=[CH:13][N:12]=2)[C:5](=[O:9])[N:6]([CH3:8])[N:7]=1.[C:25]([O:28][CH2:29][C:30]1[C:31]([N:45]2[CH2:57][CH2:56][N:48]3[C:49]4[CH2:50][CH2:51][CH2:52][CH2:53][C:54]=4[CH:55]=[C:47]3[C:46]2=[O:58])=[N:32][CH:33]=[CH:34][C:35]=1B1OC(C)(C)C(C)(C)O1)(=[O:27])[CH3:26].C1(P(C2CCCCC2)C2CCCCC2)CCCCC1.C(=O)([O-])[O-].[Cs+].[Cs+]. (8) The reactants are [CH3:1][N:2]([CH2:10][C:11]1[CH:16]=[C:15]([N+:17]([O-])=O)[CH:14]=[CH:13][C:12]=1[S:20]([C:23]([F:26])([F:25])[F:24])(=[O:22])=[O:21])[C:3](=[O:9])[O:4][C:5]([CH3:8])([CH3:7])[CH3:6].Cl. The catalyst is [Pd].CO. The product is [NH2:17][C:15]1[CH:14]=[CH:13][C:12]([S:20]([C:23]([F:26])([F:24])[F:25])(=[O:22])=[O:21])=[C:11]([CH:16]=1)[CH2:10][N:2]([CH3:1])[C:3](=[O:9])[O:4][C:5]([CH3:7])([CH3:6])[CH3:8]. The yield is 0.870.